This data is from Forward reaction prediction with 1.9M reactions from USPTO patents (1976-2016). The task is: Predict the product of the given reaction. (1) Given the reactants [F:1][C:2]1[C:7]([NH:8][CH2:9][C:10]2[CH:15]=[C:14]([C:16]3[CH:21]=[CH:20][CH:19]=[C:18]([F:22])[CH:17]=3)[CH:13]=[C:12]([CH3:23])[C:11]=2[O:24][CH3:25])=[C:6]([F:26])[CH:5]=[CH:4][C:3]=1[OH:27].C([O-])([O-])=O.[Cs+].[Cs+].Br[CH2:35][C:36]([O:38][CH2:39][CH3:40])=[O:37], predict the reaction product. The product is: [F:1][C:2]1[C:7]([NH:8][CH2:9][C:10]2[CH:15]=[C:14]([C:16]3[CH:21]=[CH:20][CH:19]=[C:18]([F:22])[CH:17]=3)[CH:13]=[C:12]([CH3:23])[C:11]=2[O:24][CH3:25])=[C:6]([F:26])[CH:5]=[CH:4][C:3]=1[O:27][CH2:35][C:36]([O:38][CH2:39][CH3:40])=[O:37]. (2) The product is: [CH3:1][C:2]1[C:3]([NH2:17])=[CH:4][S:5][C:6]=1[C:7]1[CH:12]=[CH:11][CH:10]=[CH:9][CH:8]=1. Given the reactants [CH3:1][C:2]1[C:3]([NH:17]C(=O)C(F)(F)F)=[C:4](C(OC)=O)[S:5][C:6]=1[C:7]1[CH:12]=[CH:11][CH:10]=[CH:9][CH:8]=1.[OH-].[Na+].Cl, predict the reaction product.